From a dataset of Reaction yield outcomes from USPTO patents with 853,638 reactions. Predict the reaction yield, written as a fraction of the theoretical maximum amount of product (1.0 means a 100% yield; for example, 0.34 means a 34% yield). (1) The reactants are Br[C:2]1[C:6]([Br:7])=[CH:5][S:4][CH:3]=1.C([Mg]Cl)(C)C.Cl[C:14]([O:16][CH2:17][CH3:18])=[O:15].O. The catalyst is O1CCCC1. The product is [CH2:17]([O:16][C:14]([C:2]1[C:6]([Br:7])=[CH:5][S:4][CH:3]=1)=[O:15])[CH3:18]. The yield is 0.980. (2) The reactants are Cl[C:2]1[N:7]=[C:6]([O:8][CH3:9])[C:5]([C:10]([OH:12])=[O:11])=[C:4]([CH3:13])[CH:3]=1.CN(C([O:21]N1N=NC2C=CC=NC1=2)=[N+](C)C)C.F[P-](F)(F)(F)(F)F.[CH3:38][CH2:39][N:40](CC)[CH2:41][CH3:42].FC1C=C(C=C(F)C=1)CN. The catalyst is C1COCC1.CCOC(C)=O. The product is [CH3:9][O:8][C:6]1[C:5]([C:10]([OH:12])=[O:11])=[C:4]([CH3:13])[CH:3]=[C:2]([N:40]2[CH2:41][CH2:42][O:21][CH2:38][CH2:39]2)[N:7]=1. The yield is 0.540. (3) The reactants are NCCCO[C:6]1[CH:29]=[CH:28][C:9]([CH2:10][N:11]2[C:19]([O:20][CH3:21])=[N:18][C:17]3[C:12]2=[N:13][C:14]([O:23][CH2:24][CH2:25][CH2:26][CH3:27])=[N:15][C:16]=3[NH2:22])=[CH:8][CH:7]=1.[CH3:30][O:31][C:32]([CH2:34][C:35]1[CH:36]=[C:37]([CH:40]=[CH:41][CH:42]=1)[CH:38]=O)=[O:33].[C:43]([BH3-])#[N:44].[Na+].[C:47](O)(=[O:49])[CH3:48]. The catalyst is CO. The product is [CH2:24]([O:23][C:14]1[N:13]=[C:12]2[C:17]([N:18]=[C:19]([O:20][CH3:21])[N:11]2[CH:10]([O:49][CH2:47][CH2:48][CH2:43][NH:44][CH2:38][C:37]2[CH:40]=[CH:41][CH:42]=[C:35]([CH2:34][C:32]([O:31][CH3:30])=[O:33])[CH:36]=2)[C:9]2[CH:28]=[CH:29][CH:6]=[CH:7][CH:8]=2)=[C:16]([NH2:22])[N:15]=1)[CH2:25][CH2:26][CH3:27]. The yield is 0.580. (4) The reactants are CO[C:3](=[O:12])[C:4]1[CH:9]=[CH:8][CH:7]=[CH:6][C:5]=1[CH2:10]Br.[F:13][C:14]1[CH:28]=[CH:27][C:17]([O:18][C:19]2[CH:26]=[CH:25][C:22]([CH2:23][NH2:24])=[CH:21][CH:20]=2)=[CH:16][CH:15]=1.C([O-])([O-])=O.[K+].[K+].C(OCC)(=O)C. The catalyst is C1(C)C=CC=CC=1.CCCCCC. The product is [F:13][C:14]1[CH:28]=[CH:27][C:17]([O:18][C:19]2[CH:26]=[CH:25][C:22]([CH2:23][N:24]3[CH2:10][C:5]4[C:4](=[CH:9][CH:8]=[CH:7][CH:6]=4)[C:3]3=[O:12])=[CH:21][CH:20]=2)=[CH:16][CH:15]=1. The yield is 0.600.